From a dataset of Reaction yield outcomes from USPTO patents with 853,638 reactions. Predict the reaction yield, written as a fraction of the theoretical maximum amount of product (1.0 means a 100% yield; for example, 0.34 means a 34% yield). (1) The reactants are [Li+].[OH-].[CH3:3][C:4]1([C:20]([O:22]CC)=[O:21])[CH2:9][CH2:8][CH2:7][N:6]([C:10]([O:12][CH2:13][C:14]2[CH:19]=[CH:18][CH:17]=[CH:16][CH:15]=2)=[O:11])[CH2:5]1. The yield is 0.920. The catalyst is C(O)C. The product is [CH2:13]([O:12][C:10]([N:6]1[CH2:7][CH2:8][CH2:9][C:4]([CH3:3])([C:20]([OH:22])=[O:21])[CH2:5]1)=[O:11])[C:14]1[CH:15]=[CH:16][CH:17]=[CH:18][CH:19]=1. (2) The reactants are [S:1]1[C:5]([C:6](=[O:8])[CH3:7])=[CH:4][C:3]2[CH2:9][CH2:10][C:11]3[C:16]([C:2]1=2)=[CH:15][CH:14]=[C:13]([C:17](=[O:19])[CH3:18])[CH:12]=3.C(C1C(=O)C(Cl)=C(Cl)C(=O)C=1C#N)#N. The catalyst is C1(C)C=CC=CC=1. The product is [S:1]1[C:5]([C:6](=[O:8])[CH3:7])=[CH:4][C:3]2[CH:9]=[CH:10][C:11]3[C:16]([C:2]1=2)=[CH:15][CH:14]=[C:13]([C:17](=[O:19])[CH3:18])[CH:12]=3. The yield is 0.550. (3) The reactants are [CH3:1][O:2][C:3](=[O:12])[C:4]1[CH:9]=[C:8]([Cl:10])[CH:7]=[CH:6][C:5]=1[NH2:11].[Br:13][C:14]1[CH:15]=[C:16]([CH:19]=[CH:20][CH:21]=1)[CH:17]=O.[CH2:22]=[C:23]([CH3:25])[CH3:24].FC(F)(F)S([O-])(=O)=O.[Yb+3].FC(F)(F)S([O-])(=O)=O.FC(F)(F)S([O-])(=O)=O. The catalyst is C(#N)C.C(OCC)(=O)C. The product is [CH3:1][O:2][C:3]([C:4]1[CH:9]=[C:8]([Cl:10])[CH:7]=[C:6]2[C:5]=1[NH:11][CH:17]([C:16]1[CH:19]=[CH:20][CH:21]=[C:14]([Br:13])[CH:15]=1)[CH2:22][C:23]2([CH3:25])[CH3:24])=[O:12]. The yield is 0.212. (4) The reactants are [C:1]12([N:6]3[C:10]4[N:11]=[C:12](Cl)[N:13]=[CH:14][C:9]=4[C:8]([C:16]([C:18]4[CH:19]=[N:20][CH:21]=[C:22]([Br:24])[CH:23]=4)=[O:17])=[CH:7]3)[CH2:5][CH:3]([CH2:4]1)[CH2:2]2.[CH3:25][O:26][C:27]1[CH:34]=[CH:33][C:30]([CH2:31][NH2:32])=[CH:29][CH:28]=1.CCN(C(C)C)C(C)C. The catalyst is O1CCOCC1. The product is [C:1]12([N:6]3[C:10]4[N:11]=[C:12]([NH:32][CH2:31][C:30]5[CH:33]=[CH:34][C:27]([O:26][CH3:25])=[CH:28][CH:29]=5)[N:13]=[CH:14][C:9]=4[C:8]([C:16]([C:18]4[CH:19]=[N:20][CH:21]=[C:22]([Br:24])[CH:23]=4)=[O:17])=[CH:7]3)[CH2:5][CH:3]([CH2:4]1)[CH2:2]2. The yield is 0.840. (5) The reactants are [Br:1][C:2]1[N:7]2[N:8]=[CH:9][N:10]=[C:6]2[C:5]([NH:11][C:12]2[CH:17]=[CH:16][C:15]([N:18]3[CH2:23][CH2:22][NH:21][CH2:20][C:19]3=[O:24])=[CH:14][CH:13]=2)=[N:4][CH:3]=1.C(O)(=O)C.CC([O-])=O.[Na+].[CH3:34][C:35]([CH3:37])=O.[BH3-]C#N.[Na+].Cl. The catalyst is CO. The product is [Br:1][C:2]1[N:7]2[N:8]=[CH:9][N:10]=[C:6]2[C:5]([NH:11][C:12]2[CH:17]=[CH:16][C:15]([N:18]3[CH2:23][CH2:22][N:21]([CH:35]([CH3:37])[CH3:34])[CH2:20][C:19]3=[O:24])=[CH:14][CH:13]=2)=[N:4][CH:3]=1. The yield is 0.250. (6) The reactants are C([N:8]1[C:12]2([CH2:16][CH2:15][N:14]([C:17]3[CH:18]=[N:19][CH:20]=[C:21]([O:23][CH2:24][CH3:25])[CH:22]=3)[CH2:13]2)[CH2:11][CH2:10][CH2:9]1)C1C=CC=CC=1.Cl.[H][H]. The catalyst is C(O)C.[OH-].[OH-].[Pd+2]. The product is [CH2:24]([O:23][C:21]1[CH:22]=[C:17]([N:14]2[CH2:15][CH2:16][C:12]3([NH:8][CH2:9][CH2:10][CH2:11]3)[CH2:13]2)[CH:18]=[N:19][CH:20]=1)[CH3:25]. The yield is 0.911. (7) The reactants are Cl[C:2]([O:4][CH2:5][C:6]1[CH:11]=[CH:10][CH:9]=[CH:8][CH:7]=1)=[O:3].[NH2:12][C:13]1([C:18]([OH:20])=[O:19])[CH2:17][CH2:16][CH2:15][CH2:14]1.C(=O)([O-])[O-].[Na+].[Na+]. The catalyst is O1CCOCC1.O. The product is [CH2:5]([O:4][C:2]([NH:12][C:13]1([C:18]([OH:20])=[O:19])[CH2:17][CH2:16][CH2:15][CH2:14]1)=[O:3])[C:6]1[CH:11]=[CH:10][CH:9]=[CH:8][CH:7]=1. The yield is 0.620.